Dataset: Full USPTO retrosynthesis dataset with 1.9M reactions from patents (1976-2016). Task: Predict the reactants needed to synthesize the given product. (1) The reactants are: [C:1]([N:5]1[CH:13]=[C:12]2[C:7]([CH:8]=[C:9]([N+:14]([O-])=O)[CH:10]=[CH:11]2)=[N:6]1)([CH3:4])([CH3:3])[CH3:2]. Given the product [C:1]([N:5]1[CH:13]=[C:12]2[C:7]([CH:8]=[C:9]([NH2:14])[CH:10]=[CH:11]2)=[N:6]1)([CH3:4])([CH3:2])[CH3:3], predict the reactants needed to synthesize it. (2) Given the product [CH3:20][C:19]1[NH:22][C:23]([CH3:24])=[C:25]([C:26](=[O:32])[CH2:27][CH2:28][CH:29]([CH3:30])[CH3:31])[CH:13]([C:5]2[CH:6]=[CH:7][CH:8]=[C:9]3[C:4]=2[O:3][C:2]([CH3:1])=[CH:11][C:10]3=[O:12])[C:14]=1[C:15]([O:17][CH3:18])=[O:16], predict the reactants needed to synthesize it. The reactants are: [CH3:1][C:2]1[O:3][C:4]2[C:9]([C:10](=[O:12])[CH:11]=1)=[CH:8][CH:7]=[CH:6][C:5]=2[CH:13]=[C:14]([C:19](=O)[CH3:20])[C:15]([O:17][CH3:18])=[O:16].[NH2:22][C:23](=[CH:25][C:26](=[O:32])[CH2:27][CH2:28][CH:29]([CH3:31])[CH3:30])[CH3:24].